From a dataset of Full USPTO retrosynthesis dataset with 1.9M reactions from patents (1976-2016). Predict the reactants needed to synthesize the given product. (1) Given the product [C:1]1([CH:7]([O:14][C:15]([CH:17]2[N:21]3[C:22](=[O:26])[CH2:23][C@H:20]3[S:19](=[O:27])[C:18]2([CH3:29])[CH3:28])=[O:16])[C:8]2[CH:9]=[CH:10][CH:11]=[CH:12][CH:13]=2)[CH:2]=[CH:3][CH:4]=[CH:5][CH:6]=1, predict the reactants needed to synthesize it. The reactants are: [C:1]1([CH:7]([O:14][C:15]([CH:17]2[N:21]3[C:22](=[O:26])[C:23](Br)(Br)[C@H:20]3[S:19](=[O:27])[C:18]2([CH3:29])[CH3:28])=[O:16])[C:8]2[CH:13]=[CH:12][CH:11]=[CH:10][CH:9]=2)[CH:6]=[CH:5][CH:4]=[CH:3][CH:2]=1.S([O-])([O-])(=O)=O.[Bi+3].S([O-])([O-])(=O)=O.S([O-])([O-])(=O)=O.[Bi+3].[Cl-].[Na+].CO. (2) Given the product [Cl:1][C:2]1[N:7]=[CH:6][N:5]=[C:4]([O:8][C:9]2[CH:14]=[CH:13][C:12]([NH:15][C:29]([NH:28][C:25]3[CH:26]=[CH:27][C:22]([CH3:31])=[CH:23][CH:24]=3)=[O:30])=[CH:11][CH:10]=2)[CH:3]=1, predict the reactants needed to synthesize it. The reactants are: [Cl:1][C:2]1[N:7]=[CH:6][N:5]=[C:4]([O:8][C:9]2[CH:14]=[CH:13][C:12]([NH2:15])=[CH:11][CH:10]=2)[CH:3]=1.N1C=CC=CC=1.[C:22]1([CH3:31])[CH:27]=[CH:26][C:25]([N:28]=[C:29]=[O:30])=[CH:24][CH:23]=1. (3) Given the product [F:16][C:17]1[CH:24]=[C:23]([O:25][CH3:26])[CH:22]=[CH:21][C:18]=1[CH:19]([C:7]1[CH:12]=[CH:11][C:10]([O:13][CH3:14])=[CH:9][C:8]=1[CH3:15])[OH:20], predict the reactants needed to synthesize it. The reactants are: C([Li])CCC.Br[C:7]1[CH:12]=[CH:11][C:10]([O:13][CH3:14])=[CH:9][C:8]=1[CH3:15].[F:16][C:17]1[CH:24]=[C:23]([O:25][CH3:26])[CH:22]=[CH:21][C:18]=1[CH:19]=[O:20]. (4) Given the product [OH:9][CH2:10][CH:6]([NH:7][C:13](=[O:14])[O:15][C:16]([CH3:19])([CH3:18])[CH3:17])[C:3]([O:2][CH3:1])([CH3:4])[CH3:5], predict the reactants needed to synthesize it. The reactants are: [CH3:1][O:2][C:3]([CH:6]1[CH2:10][O:9]C(C)(C)[N:7]1[C:13]([O:15][C:16]([CH3:19])([CH3:18])[CH3:17])=[O:14])([CH3:5])[CH3:4].O.C1(C)C=CC(S(O)(=O)=O)=CC=1.